From a dataset of Catalyst prediction with 721,799 reactions and 888 catalyst types from USPTO. Predict which catalyst facilitates the given reaction. Reactant: [CH3:1][O:2][C:3]1[CH:9]=[CH:8][C:6]([NH2:7])=[C:5]([NH:10][CH2:11][CH2:12][CH2:13][CH2:14][O:15][CH3:16])[CH:4]=1.[Cl:17][C:18]([Cl:24])([Cl:23])[C:19](=N)OC. Product: [CH3:1][O:2][C:3]1[CH:9]=[CH:8][C:6]2[N:7]=[C:19]([C:18]([Cl:24])([Cl:23])[Cl:17])[N:10]([CH2:11][CH2:12][CH2:13][CH2:14][O:15][CH3:16])[C:5]=2[CH:4]=1. The catalyst class is: 15.